Dataset: Reaction yield outcomes from USPTO patents with 853,638 reactions. Task: Predict the reaction yield, written as a fraction of the theoretical maximum amount of product (1.0 means a 100% yield; for example, 0.34 means a 34% yield). (1) The product is [I-:30].[Cl:1][C:2]1[CH:3]=[C:4]([CH:9]=[CH:10][C:11]([N:13]2[CH2:19][CH2:18][C:17](=[O:20])[N:16]([CH2:21][CH2:22][CH2:23][N+:24]3([CH3:31])[CH2:29][CH2:28][CH2:27][CH2:26][CH2:25]3)[CH2:15][CH2:14]2)=[O:12])[CH:5]=[CH:6][C:7]=1[Cl:8]. The reactants are [Cl:1][C:2]1[CH:3]=[C:4](/[CH:9]=[CH:10]/[C:11]([N:13]2[CH2:19][CH2:18][C:17](=[O:20])[N:16]([CH2:21][CH2:22][CH2:23][N:24]3[CH2:29][CH2:28][CH2:27][CH2:26][CH2:25]3)[CH2:15][CH2:14]2)=[O:12])[CH:5]=[CH:6][C:7]=1[Cl:8].[I:30][CH3:31]. The yield is 0.980. The catalyst is CO. (2) The reactants are [NH2:1][C@H:2]1[CH2:7][CH2:6][C@H:5]([NH:8][C:9]2[CH:10]=[C:11]([NH:28][C:29]3[CH:34]=[CH:33][CH:32]=[CH:31][N:30]=3)[C:12]3[N:13]([C:15]([C:18]([NH:20][C:21]4[CH:26]=[CH:25][N:24]=[CH:23][C:22]=4[F:27])=[O:19])=[CH:16][N:17]=3)[N:14]=2)[CH2:4][CH2:3]1.CCN(C(C)C)C(C)C.C(OC([NH:51][C@H:52]([CH3:56])[C:53](O)=[O:54])=O)(C)(C)C.F[P-](F)(F)(F)(F)F.N1(O[P+](N(C)C)(N(C)C)N(C)C)C2C=CC=CC=2N=N1. The catalyst is CN(C=O)C. The product is [NH2:51][C@@H:52]([C:53]([NH:1][C@H:2]1[CH2:7][CH2:6][C@H:5]([NH:8][C:9]2[CH:10]=[C:11]([NH:28][C:29]3[CH:34]=[CH:33][CH:32]=[CH:31][N:30]=3)[C:12]3[N:13]([C:15]([C:18]([NH:20][C:21]4[CH:26]=[CH:25][N:24]=[CH:23][C:22]=4[F:27])=[O:19])=[CH:16][N:17]=3)[N:14]=2)[CH2:4][CH2:3]1)=[O:54])[CH3:56]. The yield is 0.182. (3) The reactants are [NH:1]1[CH2:6][CH2:5][CH2:4][CH:3]([CH2:7][OH:8])[CH2:2]1.C(=O)([O-])[O-].[K+].[K+].[CH2:15](Br)[CH3:16]. The catalyst is CN(C)C=O. The product is [CH2:15]([N:1]1[CH2:6][CH2:5][CH2:4][CH:3]([CH2:7][OH:8])[CH2:2]1)[CH3:16]. The yield is 0.990. (4) The reactants are [OH:1][CH2:2][C@@H:3]1[CH2:7][CH2:6][C@H:5]([CH3:8])[N:4]1[C:9]([O:11][C:12]([CH3:15])([CH3:14])[CH3:13])=[O:10].[Br-].[Na+].C(=O)(O)[O-].[Na+].Cl[O-].[Na+]. The catalyst is ClCCl.CC1(C)N([O])C(C)(C)CCC1. The product is [CH:2]([C@@H:3]1[CH2:7][CH2:6][C@H:5]([CH3:8])[N:4]1[C:9]([O:11][C:12]([CH3:13])([CH3:15])[CH3:14])=[O:10])=[O:1]. The yield is 0.770. (5) The reactants are [H-].[Na+].[C:3]([C:5]1[CH:10]=[CH:9][N:8]2[N:11]=[CH:12][C:13]([C:14]3[N:19]=[C:18]([NH:20][C@@H:21]4[CH2:26][CH2:25][CH2:24][N:23]([C:27]([O:29][C:30]([CH3:33])([CH3:32])[CH3:31])=[O:28])[CH2:22]4)[CH:17]=[CH:16][N:15]=3)=[C:7]2[CH:6]=1)#[N:4].[CH3:34]I. The catalyst is CN(C)C=O. The product is [C:3]([C:5]1[CH:10]=[CH:9][N:8]2[N:11]=[CH:12][C:13]([C:14]3[N:19]=[C:18]([N:20]([CH3:34])[C@@H:21]4[CH2:26][CH2:25][CH2:24][N:23]([C:27]([O:29][C:30]([CH3:33])([CH3:32])[CH3:31])=[O:28])[CH2:22]4)[CH:17]=[CH:16][N:15]=3)=[C:7]2[CH:6]=1)#[N:4]. The yield is 0.800. (6) The reactants are [ClH:1].N[C:3]1[CH:12]=[CH:11][C:6]([C:7]([O:9][CH3:10])=[O:8])=[C:5]([F:13])[CH:4]=1.Cl.N([O-])=O.[Na+].[S:19](=[O:21])=[O:20]. The catalyst is O.CC(O)=O.[Cu]Cl.CCCCCC. The yield is 0.500. The product is [Cl:1][S:19]([C:3]1[CH:12]=[CH:11][C:6]([C:7]([O:9][CH3:10])=[O:8])=[C:5]([F:13])[CH:4]=1)(=[O:21])=[O:20].